From a dataset of Forward reaction prediction with 1.9M reactions from USPTO patents (1976-2016). Predict the product of the given reaction. (1) Given the reactants CS(OCC1OCCN(C2C=C(C#N)C=C(N[C:22]3[N:27]=[C:26]([N:28]([CH:38]4[CH2:40][CH2:39]4)[CH2:29][C:30]4[CH:35]=[CH:34][C:33]([O:36][CH3:37])=[CH:32][CH:31]=4)[C:25]4=[N:41][CH:42]=[C:43]([C:44]#[N:45])[N:24]4[N:23]=3)C=2Cl)C1)(=O)=O.COC1C=CC(CN)=CC=1.C(=O)([O-])[O-].[K+].[K+], predict the reaction product. The product is: [CH:38]1([N:28]([CH2:29][C:30]2[CH:31]=[CH:32][C:33]([O:36][CH3:37])=[CH:34][CH:35]=2)[C:26]2[C:25]3=[N:41][CH:42]=[C:43]([C:44]#[N:45])[N:24]3[N:23]=[CH:22][N:27]=2)[CH2:40][CH2:39]1. (2) Given the reactants [O:1]1[CH2:6][CH2:5][CH2:4][CH2:3][CH:2]1[N:7]1[C:15]2[C:10](=[CH:11][C:12](/[CH:16]=[CH:17]/[C:18]3[N:23]=[CH:22][N:21]=[C:20]([NH:24][C:25]4[CH:30]=[CH:29][C:28]([C:31]([F:34])([F:33])[F:32])=[CH:27][CH:26]=4)[N:19]=3)=[CH:13][CH:14]=2)[CH:9]=[N:8]1, predict the reaction product. The product is: [O:1]1[CH2:6][CH2:5][CH2:4][CH2:3][CH:2]1[N:7]1[C:15]2[C:10](=[CH:11][C:12]([CH2:16][CH2:17][C:18]3[N:23]=[CH:22][N:21]=[C:20]([NH:24][C:25]4[CH:30]=[CH:29][C:28]([C:31]([F:34])([F:32])[F:33])=[CH:27][CH:26]=4)[N:19]=3)=[CH:13][CH:14]=2)[CH:9]=[N:8]1. (3) Given the reactants [Br:1][C:2]1[C:3]([CH3:33])=[C:4]([C:23]2[CH:28]=[CH:27][CH:26]=[C:25]([C:29]([F:32])([F:31])[F:30])[CH:24]=2)[C:5]([NH:8][C:9](=[N:21]O)[CH2:10][C:11]2[CH:16]=[CH:15][C:14]([S:17]([CH3:20])(=[O:19])=[O:18])=[CH:13][CH:12]=2)=[N:6][CH:7]=1.N1C=CC=CC=1.C1(C)C=CC(S(Cl)(=O)=O)=CC=1.C(=O)([O-])O.[Na+], predict the reaction product. The product is: [Br:1][C:2]1[C:3]([CH3:33])=[C:4]([C:23]2[CH:28]=[CH:27][CH:26]=[C:25]([C:29]([F:32])([F:31])[F:30])[CH:24]=2)[C:5]2[N:6]([N:21]=[C:9]([CH2:10][C:11]3[CH:16]=[CH:15][C:14]([S:17]([CH3:20])(=[O:19])=[O:18])=[CH:13][CH:12]=3)[N:8]=2)[CH:7]=1. (4) Given the reactants [F:1][C:2]1[CH:3]=[C:4]([C:9]2(/[CH:15]=[CH:16]/[C:17]([O:19][CH2:20][CH3:21])=[O:18])[CH2:14][CH2:13][CH2:12][CH2:11][CH2:10]2)[CH:5]=[CH:6][C:7]=1[F:8], predict the reaction product. The product is: [F:1][C:2]1[CH:3]=[C:4]([C:9]2([CH2:15][CH2:16][C:17]([O:19][CH2:20][CH3:21])=[O:18])[CH2:14][CH2:13][CH2:12][CH2:11][CH2:10]2)[CH:5]=[CH:6][C:7]=1[F:8]. (5) Given the reactants [NH2:1][C@@H:2]1[CH2:7][CH2:6][CH2:5][N:4]([C:8]([O:10][CH2:11][C:12]2[CH:17]=[CH:16][CH:15]=[CH:14][CH:13]=2)=[O:9])[C@@H:3]1[CH3:18].CCN(C(C)C)C(C)C.[CH3:28][N:29]([CH3:33])[C:30](Cl)=[O:31], predict the reaction product. The product is: [CH3:28][N:29]([CH3:33])[C:30](=[O:31])[NH:1][C@@H:2]1[CH2:7][CH2:6][CH2:5][N:4]([C:8]([O:10][CH2:11][C:12]2[CH:17]=[CH:16][CH:15]=[CH:14][CH:13]=2)=[O:9])[C@@H:3]1[CH3:18]. (6) Given the reactants [Cl:1][C:2]1[CH:7]=[C:6]([NH:8][C:9]([C:11]2[N:15]3[N:16]=[C:17]([NH:33][CH:34]4[CH2:39][CH2:38][O:37][CH2:36][CH2:35]4)[CH:18]=[C:19]([N:20]([CH:30]4[CH2:32][CH2:31]4)CC4C=CC(OC)=CC=4)[C:14]3=[N:13][CH:12]=2)=[O:10])[CH:5]=[CH:4][N:3]=1.C(O)(C(F)(F)F)=O, predict the reaction product. The product is: [Cl:1][C:2]1[CH:7]=[C:6]([NH:8][C:9]([C:11]2[N:15]3[N:16]=[C:17]([NH:33][CH:34]4[CH2:39][CH2:38][O:37][CH2:36][CH2:35]4)[CH:18]=[C:19]([NH:20][CH:30]4[CH2:32][CH2:31]4)[C:14]3=[N:13][CH:12]=2)=[O:10])[CH:5]=[CH:4][N:3]=1.